The task is: Predict the reactants needed to synthesize the given product.. This data is from Full USPTO retrosynthesis dataset with 1.9M reactions from patents (1976-2016). (1) The reactants are: CCN(CC)CC.[CH3:8][Si:9]([C:12]#[CH:13])([CH3:11])[CH3:10].Br[C:15]1[CH:20]=[CH:19][C:18]([CH:21]([N:23]2[CH2:28][CH2:27][C@:26]([CH2:35][C:36]([OH:39])([CH3:38])[CH3:37])([C:29]3[CH:34]=[CH:33][CH:32]=[CH:31][CH:30]=3)[O:25][C:24]2=[O:40])[CH3:22])=[CH:17][CH:16]=1.CN(C)C=O. Given the product [OH:39][C:36]([CH3:37])([CH3:38])[CH2:35][C@@:26]1([C:29]2[CH:34]=[CH:33][CH:32]=[CH:31][CH:30]=2)[O:25][C:24](=[O:40])[N:23]([C@H:21]([C:18]2[CH:17]=[CH:16][C:15]([C:13]#[C:12][Si:9]([CH3:11])([CH3:10])[CH3:8])=[CH:20][CH:19]=2)[CH3:22])[CH2:28][CH2:27]1, predict the reactants needed to synthesize it. (2) Given the product [CH:34]1([C:2]2[CH:11]=[CH:10][CH:9]=[C:8]3[C:3]=2[CH2:4][CH2:5][N:6]2[C:16](=[O:17])[CH2:15][N:14]=[C:13]([N:18]4[CH:22]=[C:21]([CH2:23][O:24][CH3:25])[N:20]=[CH:19]4)[CH2:12][CH:7]23)[CH2:33][CH2:28]1, predict the reactants needed to synthesize it. The reactants are: Br[C:2]1[CH:11]=[CH:10][CH:9]=[C:8]2[C:3]=1[CH2:4][CH2:5][N:6]1[C:16](=[O:17])[CH2:15][N:14]=[C:13]([N:18]3[CH:22]=[C:21]([CH2:23][O:24][CH3:25])[N:20]=[CH:19]3)[CH2:12][CH:7]12.CO[C:28]1C=CC=C(OC)[C:33]=1[C:34]1C=CC=CC=1P(C1CCCCC1)C1CCCCC1.C1(B(O)O)CC1.[O-]P([O-])([O-])=O.[K+].[K+].[K+].